Dataset: Full USPTO retrosynthesis dataset with 1.9M reactions from patents (1976-2016). Task: Predict the reactants needed to synthesize the given product. The reactants are: CC(=C)C[CH2:4][O:5][CH2:6][C:7]1[CH:12]=[CH:11][CH:10]=[CH:9][CH:8]=1.CC[C@H]1[C@H]2C[C@H]([C@H](OC3C4C(=CC=CC=4)C(O[C@H](C4C=CN=C5C=4C=C(OC)C=C5)[C@@H]4N5C[C@H](CC)[C@@H](CC5)C4)=NN=3)C3C=CN=C4C=3C=C([O:35]C)C=C4)N(CC2)C1.[CH3:72][C:73]([OH:76])([CH3:75])[CH3:74].O. Given the product [CH2:6]([O:5][CH2:4][CH2:72][C@:73]([CH3:75])([OH:76])[CH2:74][OH:35])[C:7]1[CH:12]=[CH:11][CH:10]=[CH:9][CH:8]=1, predict the reactants needed to synthesize it.